Dataset: Catalyst prediction with 721,799 reactions and 888 catalyst types from USPTO. Task: Predict which catalyst facilitates the given reaction. (1) Reactant: Br[C:2]1[CH:3]=[N:4][C:5]2[N:6]([N:8]=[C:9]([C:13]3[CH:18]=[CH:17][C:16]([O:19][C:20]4[CH:25]=[CH:24][CH:23]=[CH:22][CH:21]=4)=[CH:15][CH:14]=3)[C:10]=2[C:11]#[N:12])[CH:7]=1.[NH2:26][C:27]1[CH:32]=[CH:31][CH:30]=[CH:29][C:28]=1B(O)O.C([O-])([O-])=O.[Cs+].[Cs+]. Product: [NH2:26][C:27]1[CH:32]=[CH:31][CH:30]=[CH:29][C:28]=1[C:2]1[CH:3]=[N:4][C:5]2[N:6]([N:8]=[C:9]([C:13]3[CH:18]=[CH:17][C:16]([O:19][C:20]4[CH:25]=[CH:24][CH:23]=[CH:22][CH:21]=4)=[CH:15][CH:14]=3)[C:10]=2[C:11]#[N:12])[CH:7]=1. The catalyst class is: 70. (2) Reactant: [F:1][C:2]([F:20])([F:19])[C:3]1[CH:4]=[C:5]([C:9]2[CH:17]=[CH:16][CH:15]=[C:14]3[C:10]=2[CH2:11][C:12](=[O:18])[NH:13]3)[CH:6]=[CH:7][CH:8]=1.[N:21]1([CH2:26][CH2:27][CH2:28][NH:29][C:30]([C:32]2[C:36](C)=[C:35]([CH:38]=O)[NH:34][C:33]=2[CH3:40])=[O:31])[CH2:25][CH2:24][CH2:23][CH2:22]1. Product: [N:21]1([CH2:26][CH2:27][CH2:28][NH:29][C:30]([C:32]2[CH:36]=[C:35]([CH3:38])[NH:34][C:33]=2[CH:40]=[C:11]2[C:10]3[C:14](=[CH:15][CH:16]=[CH:17][C:9]=3[C:5]3[CH:6]=[CH:7][CH:8]=[C:3]([C:2]([F:1])([F:19])[F:20])[CH:4]=3)[NH:13][C:12]2=[O:18])=[O:31])[CH2:25][CH2:24][CH2:23][CH2:22]1. The catalyst class is: 360. (3) Reactant: CCN=C=NCCCN(C)C.[O:12]1[C:20]2[CH:19]=[CH:18][N:17]=[CH:16][C:15]=2[CH:14]=[C:13]1[C:21]([OH:23])=O.[C:24]([O:28][C:29]([N:31]1[CH2:36][CH2:35][CH:34]([SH:37])[CH2:33][CH2:32]1)=[O:30])([CH3:27])([CH3:26])[CH3:25]. Product: [C:24]([O:28][C:29]([N:31]1[CH2:36][CH2:35][CH:34]([S:37][C:21]([C:13]2[O:12][C:20]3[CH:19]=[CH:18][N:17]=[CH:16][C:15]=3[CH:14]=2)=[O:23])[CH2:33][CH2:32]1)=[O:30])([CH3:27])([CH3:25])[CH3:26]. The catalyst class is: 239. (4) Reactant: [CH3:1][CH2:2][O:3][C:4]([CH2:6][CH2:7][CH2:8][P:9]([O:14][CH2:15][CH3:16])([O:11][CH2:12][CH3:13])=[O:10])=[O:5].C[Si]([N-][Si](C)(C)C)(C)C.[K+].I[CH2:28][CH2:29][CH2:30][CH2:31][CH2:32][CH2:33][CH2:34][CH2:35][CH2:36][CH2:37][CH2:38][CH3:39]. Product: [C:4]([CH:6]([CH2:39][CH2:38][CH2:37][CH2:36][CH2:35][CH2:34][CH2:33][CH2:32][CH2:31][CH2:30][CH2:29][CH3:28])[CH2:7][CH2:8][P:9](=[O:10])([O:14][CH2:15][CH3:16])[O:11][CH2:12][CH3:13])([O:3][CH2:2][CH3:1])=[O:5]. The catalyst class is: 1. (5) Reactant: [C:1]([OH:5])(=[O:4])[CH:2]=[CH2:3].[C:6]([OH:11])(=[O:10])[C:7]([CH3:9])=[CH2:8].N(C(C1NCCN=1)(C)C)=NC(C1NCCN=1)(C)C.S(=O)(=O)(O)O. Product: [C:1]([OH:5])(=[O:4])[CH:2]=[CH2:3].[C:6]([OH:11])(=[O:10])[C:7]([CH3:9])=[CH2:8]. The catalyst class is: 657. (6) Reactant: [C:1]([N:8]1[CH2:12][CH2:11][CH:10]([C:13](O)=[O:14])[CH2:9]1)([O:3][C:4]([CH3:7])([CH3:6])[CH3:5])=[O:2].O1CCCC1. Product: [OH:14][CH2:13][CH:10]1[CH2:11][CH2:12][N:8]([C:1]([O:3][C:4]([CH3:7])([CH3:6])[CH3:5])=[O:2])[CH2:9]1. The catalyst class is: 250. (7) Reactant: [C:1]([C:3]1[CH:4]=[C:5]([CH:9]=[C:10]([O:12][C:13]([F:16])([F:15])[F:14])[CH:11]=1)[C:6](O)=[O:7])#[N:2].C(Cl)(=O)C([Cl:20])=O. Product: [C:1]([C:3]1[CH:4]=[C:5]([CH:9]=[C:10]([O:12][C:13]([F:16])([F:15])[F:14])[CH:11]=1)[C:6]([Cl:20])=[O:7])#[N:2]. The catalyst class is: 139.